From a dataset of Reaction yield outcomes from USPTO patents with 853,638 reactions. Predict the reaction yield, written as a fraction of the theoretical maximum amount of product (1.0 means a 100% yield; for example, 0.34 means a 34% yield). The catalyst is CO. The reactants are C[O:2][C:3]([C:5]1[CH:23]=[CH:22][C:8]([C:9]([NH:11][C:12]2[CH:13]=[C:14]3[C:18](=[CH:19][CH:20]=2)[NH:17][C:16](=[O:21])[CH2:15]3)=[O:10])=[CH:7][CH:6]=1)=[O:4].[OH-].[Na+]. The yield is 0.870. The product is [C:3]([C:5]1[CH:6]=[CH:7][C:8]([C:9]([NH:11][C:12]2[CH:13]=[C:14]3[C:18](=[CH:19][CH:20]=2)[NH:17][C:16](=[O:21])[CH2:15]3)=[O:10])=[CH:22][CH:23]=1)([OH:4])=[O:2].